The task is: Predict the product of the given reaction.. This data is from Forward reaction prediction with 1.9M reactions from USPTO patents (1976-2016). (1) Given the reactants [CH2:1]([O:4][C:5]1[CH:10]=[C:9]([CH3:11])[C:8]([N+:12]([O-])=O)=[C:7]([CH3:15])[CH:6]=1)[C:2]#[CH:3].[H][H], predict the reaction product. The product is: [CH3:11][C:9]1[CH:10]=[C:5]([O:4][CH2:1][CH2:2][CH3:3])[CH:6]=[C:7]([CH3:15])[C:8]=1[NH2:12]. (2) Given the reactants [Cl:1][C:2]1[C:7]2[CH:8]=[CH:9][N:10]([CH3:11])[C:6]=2[C:5]([C:12]([N:14]2[CH2:19][CH2:18][O:17][CH2:16][CH2:15]2)=[O:13])=[CH:4][N:3]=1.[Cl:20][C:21]1[CH:27]=[C:26]([C:28]#[N:29])[CH:25]=[CH:24][C:22]=1[NH2:23].C(=O)([O-])[O-].[Cs+].[Cs+].C1(P(C2C=CC=CC=2)C2C3OC4C(=CC=CC=4P(C4C=CC=CC=4)C4C=CC=CC=4)C(C)(C)C=3C=CC=2)C=CC=CC=1, predict the reaction product. The product is: [ClH:1].[Cl:20][C:21]1[CH:27]=[C:26]([CH:25]=[CH:24][C:22]=1[NH:23][C:2]1[C:7]2[CH:8]=[CH:9][N:10]([CH3:11])[C:6]=2[C:5]([C:12]([N:14]2[CH2:19][CH2:18][O:17][CH2:16][CH2:15]2)=[O:13])=[CH:4][N:3]=1)[C:28]#[N:29]. (3) The product is: [ClH:40].[ClH:40].[CH2:1]([C:5]1[CH:6]=[C:7]2[C:12](=[C:13]([O:15][CH:16]3[CH2:21][CH2:20][N:19]([CH2:22][CH2:23][CH2:24][CH2:25][NH:26][S:37]([CH:35]([CH3:36])[CH3:34])(=[O:39])=[O:38])[CH2:18][CH2:17]3)[CH:14]=1)[N:11]=[CH:10][CH:9]=[CH:8]2)[CH2:2][CH2:3][CH3:4]. Given the reactants [CH2:1]([C:5]1[CH:6]=[C:7]2[C:12](=[C:13]([O:15][CH:16]3[CH2:21][CH2:20][N:19]([CH2:22][CH2:23][CH2:24][CH2:25][NH2:26])[CH2:18][CH2:17]3)[CH:14]=1)[N:11]=[CH:10][CH:9]=[CH:8]2)[CH2:2][CH2:3][CH3:4].C(N(CC)CC)C.[CH3:34][CH:35]([S:37]([Cl:40])(=[O:39])=[O:38])[CH3:36], predict the reaction product. (4) The product is: [CH2:42]([O:41][C:39]([C:31]1[CH:32]=[C:33]([C:2]2[CH:7]=[CH:6][C:5]([CH:8]([CH3:27])[C:9]([OH:14])([C:15]3[CH:16]=[CH:17][C:18]4[O:23][CH2:22][C:21](=[O:24])[N:20]([CH3:25])[C:19]=4[CH:26]=3)[C:10]([F:13])([F:11])[F:12])=[C:4]([Cl:28])[CH:3]=2)[CH:34]=[CH:35][C:30]=1[Cl:29])=[O:40])[CH3:43]. Given the reactants Br[C:2]1[CH:7]=[CH:6][C:5]([CH:8]([CH3:27])[C:9]([C:15]2[CH:16]=[CH:17][C:18]3[O:23][CH2:22][C:21](=[O:24])[N:20]([CH3:25])[C:19]=3[CH:26]=2)([OH:14])[C:10]([F:13])([F:12])[F:11])=[C:4]([Cl:28])[CH:3]=1.[Cl:29][C:30]1[CH:35]=[CH:34][C:33](B(O)O)=[CH:32][C:31]=1[C:39]([O:41][CH2:42][CH3:43])=[O:40], predict the reaction product. (5) Given the reactants [CH2:1]([O:8][C:9]1[CH:15]=[C:14]([Br:16])[CH:13]=[C:12]([N+:17]([O-:19])=[O:18])[C:10]=1[NH2:11])[C:2]1[CH:7]=[CH:6][CH:5]=[CH:4][CH:3]=1.CS(O)(=O)=O.[OH2:25].[OH-].[Na+], predict the reaction product. The product is: [CH2:1]([O:8][C:9]1[CH:15]=[C:14]([Br:16])[CH:13]=[C:12]([N+:17]([O-:19])=[O:18])[C:10]=1[NH:11][C:1](=[O:25])[CH:2]([CH3:7])[CH3:3])[C:2]1[CH:7]=[CH:6][CH:5]=[CH:4][CH:3]=1. (6) Given the reactants ClCCl.Br[C:5]1[CH:6]=[CH:7][CH:8]=[C:9]2[C:13]=1[C:12](=[O:14])[N:11]([CH2:15][CH2:16][C:17]1[CH:26]=[CH:25][C:24]3[C:19](=[CH:20][CH:21]=[CH:22][CH:23]=3)[N:18]=1)[CH2:10]2.[CH3:27][O:28][C:29]1[CH:34]=[C:33](B(O)O)[CH:32]=[CH:31][N:30]=1.C([O-])([O-])=O.[Cs+].[Cs+], predict the reaction product. The product is: [CH3:27][O:28][C:29]1[CH:34]=[C:33]([C:5]2[CH:6]=[CH:7][CH:8]=[C:9]3[C:13]=2[C:12](=[O:14])[N:11]([CH2:15][CH2:16][C:17]2[CH:26]=[CH:25][C:24]4[C:19](=[CH:20][CH:21]=[CH:22][CH:23]=4)[N:18]=2)[CH2:10]3)[CH:32]=[CH:31][N:30]=1.